This data is from Catalyst prediction with 721,799 reactions and 888 catalyst types from USPTO. The task is: Predict which catalyst facilitates the given reaction. (1) Reactant: [CH2:1]([C:3]([C:25]1[CH:30]=[CH:29][C:28]([OH:31])=[C:27]([CH3:32])[CH:26]=1)([C:6]1[CH:11]=[CH:10][C:9]([C:12]#[C:13][C:14]([OH:23])([C:19]([F:22])([F:21])[F:20])[C:15]([F:18])([F:17])[F:16])=[C:8]([CH3:24])[CH:7]=1)[CH2:4][CH3:5])[CH3:2].C([O-])([O-])=O.[K+].[K+].Cl[CH2:40][O:41][CH3:42].[NH4+].[Cl-]. Product: [CH2:1]([C:3]([C:25]1[CH:30]=[CH:29][C:28]([OH:31])=[C:27]([CH3:32])[CH:26]=1)([C:6]1[CH:11]=[CH:10][C:9]([C:12]#[C:13][C:14]([O:23][CH2:40][O:41][CH3:42])([C:19]([F:20])([F:21])[F:22])[C:15]([F:18])([F:17])[F:16])=[C:8]([CH3:24])[CH:7]=1)[CH2:4][CH3:5])[CH3:2]. The catalyst class is: 9. (2) Reactant: [CH2:1]([O:3][C:4](=[O:37])[CH2:5][CH2:6][CH2:7][CH2:8][C:9]1[C:14]([CH3:15])=[N:13][N:12]2[C:16]([CH2:19][CH3:20])=[CH:17][CH:18]=[C:11]2[C:10]=1[C:21]1[CH:22]=[N:23][CH:24]=[C:25]([CH:36]=1)[C:26]([O:28]CC1C=CC=CC=1)=[O:27])[CH3:2].[H][H]. Product: [CH2:1]([O:3][C:4](=[O:37])[CH2:5][CH2:6][CH2:7][CH2:8][C:9]1[C:14]([CH3:15])=[N:13][N:12]2[C:16]([CH2:19][CH3:20])=[CH:17][CH:18]=[C:11]2[C:10]=1[C:21]1[CH:22]=[N:23][CH:24]=[C:25]([CH:36]=1)[C:26]([OH:28])=[O:27])[CH3:2]. The catalyst class is: 43. (3) The catalyst class is: 338. Product: [CH3:26][O:27][C:28]1[CH:35]=[C:34]([O:36][CH3:37])[CH:33]=[CH:32][C:29]=1[CH2:30][NH:31][C:9]([C:8]1[CH:7]=[C:6]([C:12]2[CH:17]=[CH:16][N:15]=[C:14](/[CH:18]=[CH:19]/[C:20]3[CH:21]=[CH:22][CH:23]=[CH:24][CH:25]=3)[CH:13]=2)[NH:5][C:4]=1[CH:1]([CH3:2])[CH3:3])=[O:10]. Reactant: [CH:1]([C:4]1[NH:5][C:6]([C:12]2[CH:17]=[CH:16][N:15]=[C:14](/[CH:18]=[CH:19]/[C:20]3[CH:25]=[CH:24][CH:23]=[CH:22][CH:21]=3)[CH:13]=2)=[CH:7][C:8]=1[C:9](O)=[O:10])([CH3:3])[CH3:2].[CH3:26][O:27][C:28]1[CH:35]=[C:34]([O:36][CH3:37])[CH:33]=[CH:32][C:29]=1[CH2:30][NH2:31].CCN=C=NCCCN(C)C.Cl.C1C=CC2N(O)N=NC=2C=1. (4) Reactant: [C:1]1([S:7]([N:10]2[C:14]3=[N:15][CH:16]=[CH:17][CH:18]=[C:13]3[CH:12]=[C:11]2[C:19](=[O:26])[CH2:20][CH:21]2[CH2:25][CH2:24][CH2:23][O:22]2)(=[O:9])=[O:8])[CH:6]=[CH:5][CH:4]=[CH:3][CH:2]=1.C[Si]([N-][Si](C)(C)C)(C)C.[Li+].[C:37]1([CH3:57])[CH:42]=[CH:41][C:40]([S:43](O[S:43]([C:40]2[CH:41]=[CH:42][C:37]([CH3:57])=[CH:38][CH:39]=2)(=[O:45])=[O:44])(=[O:45])=[O:44])=[CH:39][CH:38]=1. Product: [C:1]1([S:7]([N:10]2[C:14]3=[N:15][CH:16]=[CH:17][CH:18]=[C:13]3[CH:12]=[C:11]2[C:19]([O:26][S:43]([C:40]2[CH:41]=[CH:42][C:37]([CH3:57])=[CH:38][CH:39]=2)(=[O:45])=[O:44])=[CH:20][CH:21]2[CH2:25][CH2:24][CH2:23][O:22]2)(=[O:9])=[O:8])[CH:2]=[CH:3][CH:4]=[CH:5][CH:6]=1. The catalyst class is: 7. (5) Reactant: [NH2:1][CH2:2][CH:3]1[CH2:15][CH2:14][C:13]2[C:12]3[C:7](=[C:8]([C:17]([NH2:19])=[O:18])[CH:9]=[CH:10][C:11]=3[Br:16])[NH:6][C:5]=2[CH2:4]1.[Br:20][CH2:21][CH2:22][CH2:23][C:24](Cl)=[O:25]. Product: [Br:16][C:11]1[CH:10]=[CH:9][C:8]([C:17]([NH2:19])=[O:18])=[C:7]2[C:12]=1[C:13]1[CH2:14][CH2:15][CH:3]([CH2:2][NH:1][C:24](=[O:25])[CH2:23][CH2:22][CH2:21][Br:20])[CH2:4][C:5]=1[NH:6]2. The catalyst class is: 76. (6) Reactant: [Cl:1][C:2]1[CH:7]=[CH:6][C:5](B(O)O)=[C:4]([O:11][CH3:12])[CH:3]=1.Cl[C:14]1[C:23]2[C:18](=[CH:19][C:20]([S:24]([O:27][C:28]3[C:33]([F:34])=[C:32]([F:35])[C:31]([F:36])=[C:30]([F:37])[C:29]=3[F:38])(=[O:26])=[O:25])=[CH:21][CH:22]=2)[CH:17]=[CH:16][N:15]=1.P([O-])([O-])([O-])=O.[K+].[K+].[K+]. Product: [Cl:1][C:2]1[CH:7]=[CH:6][C:5]([C:14]2[C:23]3[C:18](=[CH:19][C:20]([S:24]([O:27][C:28]4[C:29]([F:38])=[C:30]([F:37])[C:31]([F:36])=[C:32]([F:35])[C:33]=4[F:34])(=[O:26])=[O:25])=[CH:21][CH:22]=3)[CH:17]=[CH:16][N:15]=2)=[C:4]([O:11][CH3:12])[CH:3]=1. The catalyst class is: 77. (7) Reactant: C[O:2][C:3]([C@@H:5]1[O:9][C:8](=[O:10])[N:7]([C:11]2[CH:24]=[CH:23][C:14]3[N:15]([CH3:22])[C:16](=[O:21])[C:17]([F:20])([F:19])[O:18][C:13]=3[CH:12]=2)[CH2:6]1)=O.[CH3:25][NH2:26]. Product: [CH3:25][NH:26][C:3]([C@@H:5]1[O:9][C:8](=[O:10])[N:7]([C:11]2[CH:24]=[CH:23][C:14]3[N:15]([CH3:22])[C:16](=[O:21])[C:17]([F:20])([F:19])[O:18][C:13]=3[CH:12]=2)[CH2:6]1)=[O:2]. The catalyst class is: 5.